Dataset: Peptide-MHC class II binding affinity with 134,281 pairs from IEDB. Task: Regression. Given a peptide amino acid sequence and an MHC pseudo amino acid sequence, predict their binding affinity value. This is MHC class II binding data. (1) The binding affinity (normalized) is 0.440. The MHC is DRB1_1101 with pseudo-sequence DRB1_1101. The peptide sequence is NHIPGYKVQTNGPWM. (2) The peptide sequence is LVGPTPVNIIGRNLMTQIGC. The MHC is HLA-DPA10103-DPB10401 with pseudo-sequence HLA-DPA10103-DPB10401. The binding affinity (normalized) is 0.111.